The task is: Predict the product of the given reaction.. This data is from Forward reaction prediction with 1.9M reactions from USPTO patents (1976-2016). Given the reactants [CH3:1][C:2]([CH3:13])([O:4][C:5]([N:7]1[CH2:10][CH:9]([Zn]I)[CH2:8]1)=[O:6])[CH3:3].[CH3:14][O:15][C:16]([C:18]1[CH:23]=[CH:22][CH:21]=[C:20](Br)[N:19]=1)=[O:17], predict the reaction product. The product is: [CH3:14][O:15][C:16]([C:18]1[CH:23]=[CH:22][CH:21]=[C:20]([CH:9]2[CH2:10][N:7]([C:5]([O:4][C:2]([CH3:13])([CH3:3])[CH3:1])=[O:6])[CH2:8]2)[N:19]=1)=[O:17].